From a dataset of Full USPTO retrosynthesis dataset with 1.9M reactions from patents (1976-2016). Predict the reactants needed to synthesize the given product. Given the product [CH:1]([N:4]1[C:8]([C:9]2[N:18]=[C:17]3[N:11]([CH2:12][CH2:13][O:14][C:15]4[CH:22]=[C:21]([O:23][C:24]5([C:27]([N:35]6[CH2:36][CH2:37][N:32]([CH3:31])[CH2:33][CH2:34]6)=[O:28])[CH2:25][CH2:26]5)[CH:20]=[CH:19][C:16]=43)[CH:10]=2)=[N:7][C:6]([CH3:30])=[N:5]1)([CH3:3])[CH3:2], predict the reactants needed to synthesize it. The reactants are: [CH:1]([N:4]1[C:8]([C:9]2[N:18]=[C:17]3[N:11]([CH2:12][CH2:13][O:14][C:15]4[CH:22]=[C:21]([O:23][C:24]5([C:27](O)=[O:28])[CH2:26][CH2:25]5)[CH:20]=[CH:19][C:16]=43)[CH:10]=2)=[N:7][C:6]([CH3:30])=[N:5]1)([CH3:3])[CH3:2].[CH3:31][N:32]1[CH2:37][CH2:36][NH:35][CH2:34][CH2:33]1.CN(C(ON1N=NC2C=CC=NC1=2)=[N+](C)C)C.F[P-](F)(F)(F)(F)F.CCN(C(C)C)C(C)C.